From a dataset of Reaction yield outcomes from USPTO patents with 853,638 reactions. Predict the reaction yield, written as a fraction of the theoretical maximum amount of product (1.0 means a 100% yield; for example, 0.34 means a 34% yield). (1) The reactants are [Br:1][C:2]1[CH:7]=[CH:6][CH:5]=[CH:4][CH:3]=1.[CH3:8][C:9]1([CH3:16])[CH2:13][C:12](=[O:14])[O:11][C:10]1=[O:15].[Cl-].[Cl-].[Cl-].[Al+3]. The catalyst is ClC(Cl)C. The product is [Br:1][C:2]1[CH:7]=[CH:6][C:5]([C:12](=[O:14])[CH2:13][C:9]([CH3:16])([CH3:8])[C:10]([OH:15])=[O:11])=[CH:4][CH:3]=1. The yield is 0.630. (2) The reactants are [OH-].[Na+].O.BrBr.[CH3:6][O:7][C:8]1[CH:9]=[C:10]2[C:15](=[CH:16][CH:17]=1)[N:14]=[CH:13][C:12](C(N)=O)=[CH:11]2.[N:21]1C=CC=CC=1. No catalyst specified. The product is [NH2:21][C:12]1[CH:13]=[N:14][C:15]2[C:10]([CH:11]=1)=[CH:9][C:8]([O:7][CH3:6])=[CH:17][CH:16]=2. The yield is 0.723. (3) The reactants are Cl.[CH3:2][CH:3]([CH3:10])[N:4]=[C:5]=[N:6][CH:7]([CH3:9])[CH3:8].[CH3:11][C:12]([C@:14]1([O:37][C:38]([CH3:40])=[O:39])[C@@:18]2([CH3:36])[CH2:19][CH2:20][C@@H:21]3[C@@:26]4([CH3:33])[CH2:27][CH2:28][C:29]([O:31][CH3:32])=[CH:30][C:25]4=[C:24]([CH:34]=[O:35])[CH2:23][C@H:22]3[C@@H:17]2[CH2:16][CH2:15]1)=[O:13].O. The catalyst is CN(C=O)C. The product is [CH3:2][CH:3]([CH3:10])[N:4]=[C:5]=[N:6][CH:7]([CH3:9])[CH3:8].[CH3:11][C:12]([C@:14]1([O:37][C:38]([CH3:40])=[O:39])[C@@:18]2([CH3:36])[CH2:19][CH2:20][C@@H:21]3[C@@:26]4([CH3:33])[CH2:27][CH2:28][C:29]([O:31][CH3:32])=[CH:30][C:25]4=[C:24]([CH:34]=[O:35])[CH2:23][C@H:22]3[C@@H:17]2[CH2:16][CH2:15]1)=[O:13]. The yield is 0.890. (4) The reactants are [CH3:1][N:2]1[CH2:7][CH2:6][O:5][C@@H:4]([CH2:8][OH:9])[CH2:3]1.[H-].[Na+].[N+](C1C=CC([O:21][C:22]([N:24]2[CH2:29][CH2:28][N:27]([C:30]3[CH:35]=[CH:34][C:33]([F:36])=[CH:32][C:31]=3[F:37])[CH2:26][CH2:25]2)=O)=CC=1)([O-])=O. The catalyst is C1COCC1. The product is [F:37][C:31]1[CH:32]=[C:33]([F:36])[CH:34]=[CH:35][C:30]=1[N:27]1[CH2:28][CH2:29][N:24]([C:22]([O:9][CH2:8][C@@H:4]2[O:5][CH2:6][CH2:7][N:2]([CH3:1])[CH2:3]2)=[O:21])[CH2:25][CH2:26]1. The yield is 0.320. (5) The reactants are C(O[C:4](=[O:11])[C:5]1[CH:10]=[CH:9][N:8]=[CH:7][CH:6]=1)C.[CH:12]1([NH2:15])[CH2:14][CH2:13]1. No catalyst specified. The product is [CH:12]1([NH:15][C:4](=[O:11])[C:5]2[CH:6]=[CH:7][N:8]=[CH:9][CH:10]=2)[CH2:14][CH2:13]1. The yield is 0.500. (6) The reactants are [CH2:1]([N:8]([CH:20]([C:25]1[CH:30]=[CH:29][CH:28]=[CH:27][CH:26]=1)[C:21]([O:23]C)=[O:22])[C:9](=[O:19])[C:10]1[CH:15]=[CH:14][C:13]([N+:16]([O-:18])=[O:17])=[CH:12][CH:11]=1)[C:2]1[CH:7]=[CH:6][CH:5]=[CH:4][CH:3]=1.C1COCC1.O.[OH-].[Li+]. The catalyst is CO.O. The product is [CH2:1]([N:8]([CH:20]([C:25]1[CH:30]=[CH:29][CH:28]=[CH:27][CH:26]=1)[C:21]([OH:23])=[O:22])[C:9](=[O:19])[C:10]1[CH:15]=[CH:14][C:13]([N+:16]([O-:18])=[O:17])=[CH:12][CH:11]=1)[C:2]1[CH:3]=[CH:4][CH:5]=[CH:6][CH:7]=1. The yield is 0.990. (7) The reactants are [F:1][C:2]1[C:10]2[N:9]=[CH:8][N:7]([CH:11]3[CH2:16][CH2:15][CH2:14][CH2:13][O:12]3)[C:6]=2[CH:5]=[CH:4][C:3]=1[CH:17]=[N:18]O.C([O-])=O.[NH4+]. The catalyst is CO.[Zn]. The product is [F:1][C:2]1[C:10]2[N:9]=[CH:8][N:7]([CH:11]3[CH2:16][CH2:15][CH2:14][CH2:13][O:12]3)[C:6]=2[CH:5]=[CH:4][C:3]=1[CH2:17][NH2:18]. The yield is 0.470.